From a dataset of Reaction yield outcomes from USPTO patents with 853,638 reactions. Predict the reaction yield, written as a fraction of the theoretical maximum amount of product (1.0 means a 100% yield; for example, 0.34 means a 34% yield). (1) The reactants are [F:1][C:2]([F:14])([F:13])[C:3]1[NH:12][C:6]2=[N+:7]([O-])[CH:8]=[CH:9][CH:10]=[C:5]2[CH:4]=1.CS([Cl:19])(=O)=O.S(Cl)(Cl)(=O)=O.[OH-].[Na+]. The catalyst is CN(C)C=O.O. The product is [Cl:19][C:10]1[CH:9]=[CH:8][N:7]=[C:6]2[NH:12][C:3]([C:2]([F:14])([F:13])[F:1])=[CH:4][C:5]=12. The yield is 0.800. (2) The reactants are [Br:1][C:2]1[CH:3]=[C:4]2[N:10]([NH2:11])[CH:9]=[CH:8][C:5]2=[N:6][CH:7]=1.[CH:12](=O)[C:13]1[CH:18]=[CH:17][CH:16]=[CH:15][CH:14]=1. No catalyst specified. The product is [Br:1][C:2]1[CH:3]=[C:4]2[N:10](/[N:11]=[CH:12]/[C:13]3[CH:18]=[CH:17][CH:16]=[CH:15][CH:14]=3)[CH:9]=[CH:8][C:5]2=[N:6][CH:7]=1. The yield is 0.460. (3) The reactants are [CH2:1]([C:4]1[CH:5]=[C:6]([C:11]2[CH:16]=[C:15]([CH2:17][CH:18]=[CH2:19])[CH:14]=[CH:13][C:12]=2[O:20]C)[CH:7]=[CH:8][C:9]=1[OH:10])[CH:2]=[CH2:3].B(Br)(Br)Br.CCOC(C)=O.CCCCCC. The catalyst is C(Cl)Cl. The product is [CH2:17]([C:15]1[CH:16]=[C:11]([C:6]2[CH:7]=[CH:8][C:9]([OH:10])=[C:4]([CH2:1][CH:2]=[CH2:3])[CH:5]=2)[C:12]([OH:20])=[CH:13][CH:14]=1)[CH:18]=[CH2:19]. The yield is 0.900. (4) The reactants are [NH:1]1[C:11]2[C:6](=[CH:7][CH:8]=[CH:9][CH:10]=2)[C:4](=[O:5])[C:2]1=[O:3].[H-].[Na+].[Cl:14][C:15]1[S:16][C:17]([CH2:20]Cl)=[CH:18][CH:19]=1. The catalyst is O1CCOCC1. The product is [Cl:14][C:15]1[S:16][C:17]([CH2:20][N:1]2[C:11]3[C:6](=[CH:7][CH:8]=[CH:9][CH:10]=3)[C:4](=[O:5])[C:2]2=[O:3])=[CH:18][CH:19]=1. The yield is 0.220.